Dataset: Forward reaction prediction with 1.9M reactions from USPTO patents (1976-2016). Task: Predict the product of the given reaction. (1) Given the reactants [OH:1][C:2]1[N:7]=[C:6]([SH:8])[N:5]=[C:4]2[NH:9][N:10]=[C:11]([CH3:12])[C:3]=12.[OH-].[Na+].CI.[CH3:17]C(O)=O, predict the reaction product. The product is: [OH:1][C:2]1[N:7]=[C:6]([S:8][CH3:17])[N:5]=[C:4]2[NH:9][N:10]=[C:11]([CH3:12])[C:3]=12. (2) Given the reactants [NH2:1][C:2]1[CH:7]=[CH:6][C:5]([C:8]2[C:9]([NH2:18])=[N:10][C:11]([NH2:17])=[N:12][C:13]=2[CH2:14][CH2:15][CH3:16])=[CH:4][CH:3]=1.[Cl:19][C:20]1[CH:27]=[CH:26][C:23]([CH:24]=O)=[CH:22][CH:21]=1.C(O)(=O)C.[BH3-]C#N.[Na+], predict the reaction product. The product is: [Cl:19][C:20]1[CH:27]=[CH:26][C:23]([CH2:24][NH:1][C:2]2[CH:3]=[CH:4][C:5]([C:8]3[C:9]([NH2:18])=[N:10][C:11]([NH2:17])=[N:12][C:13]=3[CH2:14][CH2:15][CH3:16])=[CH:6][CH:7]=2)=[CH:22][CH:21]=1. (3) Given the reactants [OH:1][CH2:2][CH2:3][N:4]1[C:12]2[C:7](=[CH:8][CH:9]=[CH:10][CH:11]=2)[C:6]([CH3:14])([CH3:13])[CH:5]1[CH2:15][O:16][CH:17]1[CH:22]([C:23]2[CH:28]=[CH:27][C:26]([O:29][CH2:30][CH2:31][CH2:32][O:33][CH2:34][C:35]3[CH:40]=[CH:39][CH:38]=[CH:37][C:36]=3[O:41][CH3:42])=[CH:25][CH:24]=2)[CH2:21][CH2:20][N:19]([C:43]([O:45][C:46]([CH3:49])([CH3:48])[CH3:47])=[O:44])[CH2:18]1.C(N(CC)CC)C.[C:57]1([CH3:67])[CH:62]=[CH:61][C:60]([S:63](Cl)(=[O:65])=[O:64])=[CH:59][CH:58]=1.O, predict the reaction product. The product is: [CH3:13][C:6]1([CH3:14])[C:7]2[C:12](=[CH:11][CH:10]=[CH:9][CH:8]=2)[N:4]([CH2:3][CH2:2][O:1][S:63]([C:60]2[CH:61]=[CH:62][C:57]([CH3:67])=[CH:58][CH:59]=2)(=[O:65])=[O:64])[CH:5]1[CH2:15][O:16][CH:17]1[CH:22]([C:23]2[CH:24]=[CH:25][C:26]([O:29][CH2:30][CH2:31][CH2:32][O:33][CH2:34][C:35]3[CH:40]=[CH:39][CH:38]=[CH:37][C:36]=3[O:41][CH3:42])=[CH:27][CH:28]=2)[CH2:21][CH2:20][N:19]([C:43]([O:45][C:46]([CH3:49])([CH3:48])[CH3:47])=[O:44])[CH2:18]1.